Task: Regression. Given two drug SMILES strings and cell line genomic features, predict the synergy score measuring deviation from expected non-interaction effect.. Dataset: NCI-60 drug combinations with 297,098 pairs across 59 cell lines (1) Drug 1: C1=CN(C(=O)N=C1N)C2C(C(C(O2)CO)O)O.Cl. Drug 2: C#CCC(CC1=CN=C2C(=N1)C(=NC(=N2)N)N)C3=CC=C(C=C3)C(=O)NC(CCC(=O)O)C(=O)O. Cell line: HOP-92. Synergy scores: CSS=27.1, Synergy_ZIP=-5.79, Synergy_Bliss=-4.45, Synergy_Loewe=0.792, Synergy_HSA=1.94. (2) Drug 1: C1CCC(CC1)NC(=O)N(CCCl)N=O. Drug 2: C1CN1P(=S)(N2CC2)N3CC3. Cell line: HOP-92. Synergy scores: CSS=25.9, Synergy_ZIP=-7.11, Synergy_Bliss=-3.23, Synergy_Loewe=-1.70, Synergy_HSA=-0.519. (3) Drug 1: C1C(C(OC1N2C=NC3=C(N=C(N=C32)Cl)N)CO)O. Drug 2: CC1C(C(CC(O1)OC2CC(OC(C2O)C)OC3=CC4=CC5=C(C(=O)C(C(C5)C(C(=O)C(C(C)O)O)OC)OC6CC(C(C(O6)C)O)OC7CC(C(C(O7)C)O)OC8CC(C(C(O8)C)O)(C)O)C(=C4C(=C3C)O)O)O)O. Cell line: HOP-92. Synergy scores: CSS=42.4, Synergy_ZIP=-5.66, Synergy_Bliss=-1.87, Synergy_Loewe=-3.81, Synergy_HSA=1.23. (4) Drug 1: CC(C1=C(C=CC(=C1Cl)F)Cl)OC2=C(N=CC(=C2)C3=CN(N=C3)C4CCNCC4)N. Drug 2: CN(CC1=CN=C2C(=N1)C(=NC(=N2)N)N)C3=CC=C(C=C3)C(=O)NC(CCC(=O)O)C(=O)O. Cell line: HS 578T. Synergy scores: CSS=-7.22, Synergy_ZIP=-3.18, Synergy_Bliss=-9.80, Synergy_Loewe=-23.8, Synergy_HSA=-15.2. (5) Drug 1: C1=C(C(=O)NC(=O)N1)N(CCCl)CCCl. Drug 2: CCC1(CC2CC(C3=C(CCN(C2)C1)C4=CC=CC=C4N3)(C5=C(C=C6C(=C5)C78CCN9C7C(C=CC9)(C(C(C8N6C)(C(=O)OC)O)OC(=O)C)CC)OC)C(=O)OC)O.OS(=O)(=O)O. Cell line: A498. Synergy scores: CSS=26.0, Synergy_ZIP=-11.5, Synergy_Bliss=-5.93, Synergy_Loewe=-31.6, Synergy_HSA=-2.71. (6) Drug 1: C1=CN(C(=O)N=C1N)C2C(C(C(O2)CO)O)O.Cl. Drug 2: CS(=O)(=O)OCCCCOS(=O)(=O)C. Cell line: UO-31. Synergy scores: CSS=26.1, Synergy_ZIP=-1.92, Synergy_Bliss=1.60, Synergy_Loewe=-20.4, Synergy_HSA=2.24.